This data is from Catalyst prediction with 721,799 reactions and 888 catalyst types from USPTO. The task is: Predict which catalyst facilitates the given reaction. (1) Reactant: [CH2:1]([O:3][CH2:4][CH2:5][CH2:6][NH:7][C:8](=[O:23])[CH:9]([NH:14][C:15]1[CH:20]=[C:19]([Cl:21])[N:18]=[C:17](Cl)[N:16]=1)[CH2:10][CH:11]([CH3:13])[CH3:12])[CH3:2].[F:24][C:25]([F:39])([F:38])[O:26][C:27]1[CH:28]=[C:29]([C:33]2[N:34]=[CH:35][NH:36][CH:37]=2)[CH:30]=[CH:31][CH:32]=1.C([O-])([O-])=O.[K+].[K+].[F-].[K+]. Product: [CH2:1]([O:3][CH2:4][CH2:5][CH2:6][NH:7][C:8](=[O:23])[CH:9]([NH:14][C:15]1[CH:20]=[C:19]([Cl:21])[N:18]=[C:17]([N:36]2[CH:37]=[C:33]([C:29]3[CH:30]=[CH:31][CH:32]=[C:27]([O:26][C:25]([F:24])([F:38])[F:39])[CH:28]=3)[N:34]=[CH:35]2)[N:16]=1)[CH2:10][CH:11]([CH3:13])[CH3:12])[CH3:2]. The catalyst class is: 58. (2) Reactant: [Cl:1][C:2]1[CH:7]=[CH:6][C:5]([N:8]2[C:13](=[O:14])[C:12]3[CH:15]=[N:16][N:17]([C:18]4[CH:23]=[CH:22][CH:21]=[CH:20][CH:19]=4)[C:11]=3[N:10]=[C:9]2[C:24]2[CH:29]=[CH:28][C:27]([C:30]3[CH:34]=[CH:33][NH:32][N:31]=3)=[CH:26][CH:25]=2)=[CH:4][CH:3]=1.[C:35]([O-])([O-])=O.[K+].[K+].CI.O. Product: [Cl:1][C:2]1[CH:3]=[CH:4][C:5]([N:8]2[C:13](=[O:14])[C:12]3[CH:15]=[N:16][N:17]([C:18]4[CH:19]=[CH:20][CH:21]=[CH:22][CH:23]=4)[C:11]=3[N:10]=[C:9]2[C:24]2[CH:29]=[CH:28][C:27]([C:30]3[CH:34]=[CH:33][N:32]([CH3:35])[N:31]=3)=[CH:26][CH:25]=2)=[CH:6][CH:7]=1. The catalyst class is: 23.